From a dataset of NCI-60 drug combinations with 297,098 pairs across 59 cell lines. Regression. Given two drug SMILES strings and cell line genomic features, predict the synergy score measuring deviation from expected non-interaction effect. (1) Drug 1: CC1C(C(CC(O1)OC2CC(CC3=C2C(=C4C(=C3O)C(=O)C5=C(C4=O)C(=CC=C5)OC)O)(C(=O)C)O)N)O.Cl. Drug 2: CC12CCC3C(C1CCC2OP(=O)(O)O)CCC4=C3C=CC(=C4)OC(=O)N(CCCl)CCCl.[Na+]. Cell line: NCI-H226. Synergy scores: CSS=3.05, Synergy_ZIP=-4.23, Synergy_Bliss=-2.99, Synergy_Loewe=-12.7, Synergy_HSA=-4.12. (2) Synergy scores: CSS=19.6, Synergy_ZIP=0.137, Synergy_Bliss=2.10, Synergy_Loewe=1.28, Synergy_HSA=1.37. Cell line: OVCAR3. Drug 2: CCC1(CC2CC(C3=C(CCN(C2)C1)C4=CC=CC=C4N3)(C5=C(C=C6C(=C5)C78CCN9C7C(C=CC9)(C(C(C8N6C)(C(=O)OC)O)OC(=O)C)CC)OC)C(=O)OC)O.OS(=O)(=O)O. Drug 1: COC1=NC(=NC2=C1N=CN2C3C(C(C(O3)CO)O)O)N. (3) Drug 1: CC12CCC(CC1=CCC3C2CCC4(C3CC=C4C5=CN=CC=C5)C)O. Drug 2: CC1C(C(=O)NC(C(=O)N2CCCC2C(=O)N(CC(=O)N(C(C(=O)O1)C(C)C)C)C)C(C)C)NC(=O)C3=C4C(=C(C=C3)C)OC5=C(C(=O)C(=C(C5=N4)C(=O)NC6C(OC(=O)C(N(C(=O)CN(C(=O)C7CCCN7C(=O)C(NC6=O)C(C)C)C)C)C(C)C)C)N)C. Cell line: SK-MEL-5. Synergy scores: CSS=9.36, Synergy_ZIP=7.49, Synergy_Bliss=16.9, Synergy_Loewe=14.0, Synergy_HSA=14.6. (4) Synergy scores: CSS=15.9, Synergy_ZIP=-10.7, Synergy_Bliss=-2.31, Synergy_Loewe=-9.91, Synergy_HSA=-1.32. Cell line: 786-0. Drug 2: C(CCl)NC(=O)N(CCCl)N=O. Drug 1: C1CCC(CC1)NC(=O)N(CCCl)N=O. (5) Drug 1: CC1=C2C(C(=O)C3(C(CC4C(C3C(C(C2(C)C)(CC1OC(=O)C(C(C5=CC=CC=C5)NC(=O)C6=CC=CC=C6)O)O)OC(=O)C7=CC=CC=C7)(CO4)OC(=O)C)O)C)OC(=O)C. Drug 2: CC1=C(N=C(N=C1N)C(CC(=O)N)NCC(C(=O)N)N)C(=O)NC(C(C2=CN=CN2)OC3C(C(C(C(O3)CO)O)O)OC4C(C(C(C(O4)CO)O)OC(=O)N)O)C(=O)NC(C)C(C(C)C(=O)NC(C(C)O)C(=O)NCCC5=NC(=CS5)C6=NC(=CS6)C(=O)NCCC[S+](C)C)O. Cell line: M14. Synergy scores: CSS=16.4, Synergy_ZIP=-1.89, Synergy_Bliss=3.71, Synergy_Loewe=0.265, Synergy_HSA=5.02.